This data is from NCI-60 drug combinations with 297,098 pairs across 59 cell lines. The task is: Regression. Given two drug SMILES strings and cell line genomic features, predict the synergy score measuring deviation from expected non-interaction effect. (1) Drug 2: CC1=C(C(=O)C2=C(C1=O)N3CC4C(C3(C2COC(=O)N)OC)N4)N. Synergy scores: CSS=25.7, Synergy_ZIP=-0.150, Synergy_Bliss=0.314, Synergy_Loewe=-25.0, Synergy_HSA=0.613. Cell line: UACC62. Drug 1: C(=O)(N)NO. (2) Drug 1: CN(CC1=CN=C2C(=N1)C(=NC(=N2)N)N)C3=CC=C(C=C3)C(=O)NC(CCC(=O)O)C(=O)O. Drug 2: CCC(=C(C1=CC=CC=C1)C2=CC=C(C=C2)OCCN(C)C)C3=CC=CC=C3.C(C(=O)O)C(CC(=O)O)(C(=O)O)O. Cell line: A549. Synergy scores: CSS=6.06, Synergy_ZIP=0.707, Synergy_Bliss=-3.11, Synergy_Loewe=-11.5, Synergy_HSA=-11.4. (3) Drug 1: C1=CC=C(C=C1)NC(=O)CCCCCCC(=O)NO. Drug 2: C1C(C(OC1N2C=NC(=NC2=O)N)CO)O. Cell line: SK-MEL-2. Synergy scores: CSS=63.1, Synergy_ZIP=8.28, Synergy_Bliss=8.64, Synergy_Loewe=15.1, Synergy_HSA=16.7. (4) Drug 1: C1CCC(C1)C(CC#N)N2C=C(C=N2)C3=C4C=CNC4=NC=N3. Drug 2: C1=NNC2=C1C(=O)NC=N2. Synergy scores: CSS=1.21, Synergy_ZIP=-1.49, Synergy_Bliss=-0.889, Synergy_Loewe=-3.00, Synergy_HSA=-2.70. Cell line: HOP-62. (5) Drug 1: COC1=NC(=NC2=C1N=CN2C3C(C(C(O3)CO)O)O)N. Drug 2: C(CN)CNCCSP(=O)(O)O. Cell line: SR. Synergy scores: CSS=-7.54, Synergy_ZIP=5.84, Synergy_Bliss=3.05, Synergy_Loewe=-9.51, Synergy_HSA=-9.16. (6) Drug 1: CC1C(C(CC(O1)OC2CC(OC(C2O)C)OC3=CC4=CC5=C(C(=O)C(C(C5)C(C(=O)C(C(C)O)O)OC)OC6CC(C(C(O6)C)O)OC7CC(C(C(O7)C)O)OC8CC(C(C(O8)C)O)(C)O)C(=C4C(=C3C)O)O)O)O. Drug 2: C(=O)(N)NO. Cell line: HS 578T. Synergy scores: CSS=41.7, Synergy_ZIP=2.11, Synergy_Bliss=3.86, Synergy_Loewe=-36.3, Synergy_HSA=2.42.